Task: Predict the reactants needed to synthesize the given product.. Dataset: Full USPTO retrosynthesis dataset with 1.9M reactions from patents (1976-2016) (1) Given the product [CH3:21][C:6]1[N:7]([S:11]([C:14]2[CH:19]=[CH:18][C:17]([CH3:20])=[CH:16][CH:15]=2)(=[O:13])=[O:12])[C:8]2[C:4]([CH:5]=1)=[CH:3][C:2]([B:22]1[O:26][C:25]([CH3:28])([CH3:27])[C:24]([CH3:30])([CH3:29])[O:23]1)=[CH:10][CH:9]=2, predict the reactants needed to synthesize it. The reactants are: Br[C:2]1[CH:3]=[C:4]2[C:8](=[CH:9][CH:10]=1)[N:7]([S:11]([C:14]1[CH:19]=[CH:18][C:17]([CH3:20])=[CH:16][CH:15]=1)(=[O:13])=[O:12])[C:6]([CH3:21])=[CH:5]2.[B:22]1([B:22]2[O:26][C:25]([CH3:28])([CH3:27])[C:24]([CH3:30])([CH3:29])[O:23]2)[O:26][C:25]([CH3:28])([CH3:27])[C:24]([CH3:30])([CH3:29])[O:23]1.C([O-])(=O)C.[K+]. (2) Given the product [Br:16][C:17]1[CH:22]=[C:21]([N:6]2[C:7]3[CH2:8][CH2:9][CH2:10][C:2](=[O:1])[C:3]=3[C:4]([C:11]([O:13][CH2:14][CH3:15])=[O:12])=[N:5]2)[CH:20]=[CH:19][CH:18]=1, predict the reactants needed to synthesize it. The reactants are: [O:1]=[C:2]1[CH2:10][CH2:9][CH2:8][C:7]2[NH:6][N:5]=[C:4]([C:11]([O:13][CH2:14][CH3:15])=[O:12])[C:3]1=2.[Br:16][C:17]1[CH:18]=[C:19](B(O)O)[CH:20]=[CH:21][CH:22]=1. (3) Given the product [CH3:1][O:2][C:3](=[O:22])[CH2:4][C:5](/[N:7]=[C:8](/[NH:10][C:11]1[CH:16]=[CH:15][CH:14]=[C:13]([C:17]([F:18])([F:20])[F:19])[C:12]=1[F:21])\[S:9][CH3:23])=[O:6], predict the reactants needed to synthesize it. The reactants are: [CH3:1][O:2][C:3](=[O:22])[CH2:4][C:5]([NH:7][C:8]([NH:10][C:11]1[CH:16]=[CH:15][CH:14]=[C:13]([C:17]([F:20])([F:19])[F:18])[C:12]=1[F:21])=[S:9])=[O:6].[CH3:23]C([O-])(C)C.[Na+].IC.[NH4+].[Cl-]. (4) Given the product [OH:21][C:12]1[CH:11]=[C:10]2[C:15]([CH2:16][C@@H:17]([C:18](=[O:20])[NH:46][C@H:36]3[C:45]4[C:40](=[CH:41][CH:42]=[CH:43][CH:44]=4)[CH2:39][CH2:38][CH2:37]3)[N:8]([C:6]([O:5][C:1]([CH3:3])([CH3:2])[CH3:4])=[O:7])[CH2:9]2)=[CH:14][CH:13]=1, predict the reactants needed to synthesize it. The reactants are: [C:1]([O:5][C:6]([N:8]1[C@H:17]([C:18]([OH:20])=O)[CH2:16][C:15]2[C:10](=[CH:11][C:12]([OH:21])=[CH:13][CH:14]=2)[CH2:9]1)=[O:7])([CH3:4])([CH3:3])[CH3:2].C(Cl)CCl.C1C=NC2N(O)N=NC=2C=1.[C@H:36]1([NH2:46])[C:45]2[C:40](=[CH:41][CH:42]=[CH:43][CH:44]=2)[CH2:39][CH2:38][CH2:37]1.CN1CCOCC1.C([O-])(O)=O.[Na+]. (5) Given the product [C:1]([O:5][C:6]([CH:7]1[NH:8][CH:9]([CH2:10][C:11]([CH3:14])([CH3:13])[CH3:12])[C:21]2([C:29]3[C:24](=[CH:25][C:26]([Cl:30])=[CH:27][CH:28]=3)[NH:23][C:22]2=[O:31])[CH:20]1[C:19]1[CH:32]=[CH:33][CH:34]=[C:17]([Br:16])[C:18]=1[F:35])=[O:15])([CH3:4])([CH3:3])[CH3:2], predict the reactants needed to synthesize it. The reactants are: [C:1]([O:5][C:6](=[O:15])[CH2:7]/[N:8]=[CH:9]/[CH2:10][C:11]([CH3:14])([CH3:13])[CH3:12])([CH3:4])([CH3:3])[CH3:2].[Br:16][C:17]1[C:18]([F:35])=[C:19]([CH:32]=[CH:33][CH:34]=1)/[CH:20]=[C:21]1\[C:22](=[O:31])[NH:23][C:24]2[C:29]\1=[CH:28][CH:27]=[C:26]([Cl:30])[CH:25]=2.C(N(CC)CC)C.C1CCN2C(=NCCC2)CC1. (6) Given the product [CH3:17][O:16][C:13]1[CH:12]=[CH:11][C:10]([C:8](=[O:9])[CH2:7][CH2:6][C:2](=[O:1])[CH2:3][CH2:4][C:19]([O:22][CH2:25][CH3:26])=[O:20])=[CH:15][CH:14]=1, predict the reactants needed to synthesize it. The reactants are: [O:1]1C=[CH:4][CH:3]=[C:2]1[CH:6]=[CH:7][C:8]([C:10]1[CH:15]=[CH:14][C:13]([O:16][CH3:17])=[CH:12][CH:11]=1)=[O:9].Cl.[C:19]([O-:22])([O-])=[O:20].[Na+].[Na+].[CH2:25](O)[CH3:26].